This data is from Reaction yield outcomes from USPTO patents with 853,638 reactions. The task is: Predict the reaction yield, written as a fraction of the theoretical maximum amount of product (1.0 means a 100% yield; for example, 0.34 means a 34% yield). (1) The reactants are [CH3:16][C:11]1([CH3:17])[C:12]([CH3:15])([CH3:14])[O:13][B:9]([B:9]2[O:13][C:12]([CH3:15])([CH3:14])[C:11]([CH3:17])([CH3:16])[O:10]2)[O:10]1.Br[C:20]1[CH:21]=[C:22]([Cl:27])[C:23]([CH3:26])=[N:24][CH:25]=1.C([O-])(=O)C.[K+]. The catalyst is O1CCOCC1.C1C=CC(P(C2C=CC=CC=2)[C-]2C=CC=C2)=CC=1.C1C=CC(P(C2C=CC=CC=2)[C-]2C=CC=C2)=CC=1.Cl[Pd]Cl.[Fe+2].C(Cl)Cl. The product is [Cl:27][C:22]1[C:23]([CH3:26])=[N:24][CH:25]=[C:20]([B:9]2[O:10][C:11]([CH3:16])([CH3:17])[C:12]([CH3:14])([CH3:15])[O:13]2)[CH:21]=1. The yield is 1.00. (2) The reactants are [Cl:1][C:2]1[C:11](I)=[CH:10][C:5]([C:6]([O:8][CH3:9])=[O:7])=[C:4]([O:13][CH3:14])[CH:3]=1.[Cl:15][C:16]1[CH:21]=[CH:20][C:19]([Cl:22])=[CH:18][C:17]=1B(O)O.C([O-])([O-])=O.[Na+].[Na+]. The catalyst is O1CCOCC1.O.C1C=CC([P]([Pd]([P](C2C=CC=CC=2)(C2C=CC=CC=2)C2C=CC=CC=2)([P](C2C=CC=CC=2)(C2C=CC=CC=2)C2C=CC=CC=2)[P](C2C=CC=CC=2)(C2C=CC=CC=2)C2C=CC=CC=2)(C2C=CC=CC=2)C2C=CC=CC=2)=CC=1. The product is [Cl:15][C:16]1[CH:21]=[CH:20][C:19]([Cl:22])=[CH:18][C:17]=1[C:11]1[C:2]([Cl:1])=[CH:3][C:4]([O:13][CH3:14])=[C:5]([C:6]([O:8][CH3:9])=[O:7])[CH:10]=1. The yield is 0.850. (3) The reactants are [NH2:1][C:2]1[CH:3]=[C:4]([N:15]2[CH2:20][CH2:19][N:18]([C:21]([O:23][C:24]([CH3:27])([CH3:26])[CH3:25])=[O:22])[CH2:17][CH2:16]2)[CH:5]=[CH:6][C:7]=1[S:8][C:9]1[CH:14]=[CH:13][CH:12]=[CH:11][CH:10]=1.[C:28](Cl)(=[O:30])[CH3:29].C(N(C(C)C)CC)(C)C.O. The catalyst is C(Cl)Cl.CN(C1C=CN=CC=1)C. The product is [C:28]([NH:1][C:2]1[CH:3]=[C:4]([N:15]2[CH2:16][CH2:17][N:18]([C:21]([O:23][C:24]([CH3:27])([CH3:26])[CH3:25])=[O:22])[CH2:19][CH2:20]2)[CH:5]=[CH:6][C:7]=1[S:8][C:9]1[CH:10]=[CH:11][CH:12]=[CH:13][CH:14]=1)(=[O:30])[CH3:29]. The yield is 0.990. (4) The reactants are [C:1]([O:5][C:6]([NH:8][C@@H:9]([CH2:13][O:14][CH3:15])[C:10](O)=[O:11])=[O:7])([CH3:4])([CH3:3])[CH3:2].CN1CCOCC1.CC(C)COC(Cl)=O.[BH4-].[Na+].Cl. The catalyst is C1COCC1.O.CCOC(C)=O. The product is [OH:11][CH2:10][C@@H:9]([NH:8][C:6](=[O:7])[O:5][C:1]([CH3:3])([CH3:2])[CH3:4])[CH2:13][O:14][CH3:15]. The yield is 0.580. (5) The reactants are Cl[CH2:2][C:3]1[N:4]=[C:5]([C:9]2[CH:10]=[CH:11][C:12]([CH3:19])=[C:13]([CH:18]=2)[C:14]([O:16][CH3:17])=[O:15])[O:6][C:7]=1[CH3:8].[O:20]=[CH:21][C:22]1[CH:30]=[CH:29][C:27]([OH:28])=[C:24]([O:25][CH3:26])[CH:23]=1.C(=O)([O-])[O-].[K+].[K+].CN(C)C=O. The catalyst is O. The product is [CH:21]([C:22]1[CH:30]=[CH:29][C:27]([O:28][CH2:2][C:3]2[N:4]=[C:5]([C:9]3[CH:10]=[CH:11][C:12]([CH3:19])=[C:13]([CH:18]=3)[C:14]([O:16][CH3:17])=[O:15])[O:6][C:7]=2[CH3:8])=[C:24]([O:25][CH3:26])[CH:23]=1)=[O:20]. The yield is 0.850. (6) The reactants are [CH3:1][S:2][C:3]1[NH:15][C:14](=O)[C:6]2=[CH:7][C:8]3[C:13]([N:5]2[N:4]=1)=[CH:12][CH:11]=[CH:10][CH:9]=3.P(Cl)(Cl)([Cl:19])=O.C(N(CC)C1C=CC=CC=1)C. No catalyst specified. The product is [Cl:19][C:14]1[C:6]2=[CH:7][C:8]3[C:13]([N:5]2[N:4]=[C:3]([S:2][CH3:1])[N:15]=1)=[CH:12][CH:11]=[CH:10][CH:9]=3. The yield is 0.710.